The task is: Regression. Given a peptide amino acid sequence and an MHC pseudo amino acid sequence, predict their binding affinity value. This is MHC class I binding data.. This data is from Peptide-MHC class I binding affinity with 185,985 pairs from IEDB/IMGT. (1) The peptide sequence is SRWGYQVKH. The MHC is HLA-A31:01 with pseudo-sequence HLA-A31:01. The binding affinity (normalized) is 0.0847. (2) The peptide sequence is TWKKPDYEPPV. The MHC is Patr-A0901 with pseudo-sequence Patr-A0901. The binding affinity (normalized) is 0.347. (3) The peptide sequence is RSRTLTAVH. The MHC is H-2-Kb with pseudo-sequence H-2-Kb. The binding affinity (normalized) is 0. (4) The peptide sequence is HHSDDALFI. The MHC is HLA-B07:02 with pseudo-sequence HLA-B07:02. The binding affinity (normalized) is 0.0847. (5) The peptide sequence is TVFYGVPAW. The MHC is HLA-B35:01 with pseudo-sequence HLA-B35:01. The binding affinity (normalized) is 0.179. (6) The peptide sequence is QRSTLERTSKASLER. The MHC is HLA-A68:02 with pseudo-sequence HLA-A68:02. The binding affinity (normalized) is 0.00596.